Dataset: Catalyst prediction with 721,799 reactions and 888 catalyst types from USPTO. Task: Predict which catalyst facilitates the given reaction. Reactant: [C:1]([C@@H:4]([NH:12][C:13](=[O:22])[O:14]CC1C=CN=CC=1)[CH2:5][C:6]1[CH:11]=[CH:10][CH:9]=[CH:8][CH:7]=1)([OH:3])=O.CC[N:25]([CH:29]([CH3:31])C)[CH:26]([CH3:28])C.CN(C(ON1N=N[C:42]2C=CC=C[C:41]1=2)=[N+](C)C)C.[B-](F)(F)(F)F.[F:54][CH:55]([F:58])[CH2:56][NH2:57].[ClH:59].CCOCC. Product: [ClH:59].[N:25]1[CH:26]=[CH:28][C:41]([CH2:42][N:12]([C@@H:4]([CH2:5][C:6]2[CH:7]=[CH:8][CH:9]=[CH:10][CH:11]=2)[C:1]([NH:57][CH2:56][CH:55]([F:58])[F:54])=[O:3])[C:13](=[O:22])[OH:14])=[CH:31][CH:29]=1. The catalyst class is: 618.